This data is from Catalyst prediction with 721,799 reactions and 888 catalyst types from USPTO. The task is: Predict which catalyst facilitates the given reaction. (1) Reactant: [F:1][C:2]([F:14])([F:13])[C:3]1[C:4]2[O:11][CH2:10][CH:9]3[CH2:12][CH:8]3[C:5]=2[NH:6][N:7]=1.[C:15]([O:18][CH2:19][CH2:20]Br)(=[O:17])[CH3:16].C(=O)([O-])[O-].[Cs+].[Cs+]. Product: [F:14][C:2]([F:1])([F:13])[C:3]1[C:4]2[O:11][CH2:10][CH:9]3[CH2:12][CH:8]3[C:5]=2[N:6]([CH2:16][C:15]([O:18][CH2:19][CH3:20])=[O:17])[N:7]=1. The catalyst class is: 3. (2) Reactant: CC1(C)C(C)(C)OB([C:9]2[CH:10]=[C:11]3[C:15](=[CH:16][CH:17]=2)[C:14](=[O:18])[CH2:13][CH2:12]3)O1.Br[C:21]1[N:26]=[C:25]([CH3:27])[CH:24]=[CH:23][N:22]=1.C(=O)([O-])[O-].[Na+].[Na+]. Product: [CH3:27][C:25]1[CH:24]=[CH:23][N:22]=[C:21]([C:9]2[CH:10]=[C:11]3[C:15](=[CH:16][CH:17]=2)[C:14](=[O:18])[CH2:13][CH2:12]3)[N:26]=1. The catalyst class is: 149. (3) Reactant: [C:1]([NH:8][S:9]([C:12]1[CH:17]=[CH:16][C:15]([CH3:18])=[CH:14][CH:13]=1)(=[O:11])=[O:10])(OC(C)(C)C)=O.C1C=CC(P(C2C=CC=CC=2)C2C=CC=CC=2)=CC=1.OC[CH:40]=[CH:41][C:42]1[CH:64]=[CH:63][C:45]([C:46]([NH:48][C:49]2[CH:54]=[CH:53][CH:52]=[CH:51][C:50]=2[NH:55][C:56](=[O:62])[O:57][C:58]([CH3:61])([CH3:60])[CH3:59])=[O:47])=[CH:44][CH:43]=1.N(C(OCC)=O)=NC(OCC)=O. Product: [C:15]1([CH3:18])[CH:14]=[CH:13][C:12]([S:9]([NH:8][CH2:1][CH:40]=[CH:41][C:42]2[CH:64]=[CH:63][C:45]([C:46]([NH:48][C:49]3[CH:54]=[CH:53][CH:52]=[CH:51][C:50]=3[NH:55][C:56](=[O:62])[O:57][C:58]([CH3:59])([CH3:60])[CH3:61])=[O:47])=[CH:44][CH:43]=2)(=[O:10])=[O:11])=[CH:17][CH:16]=1. The catalyst class is: 1. (4) Reactant: CC(C)([O-])C.[Na+].C[N:8]([C:10]1[C:15]([C:16]2[C:21](P(C3CCCCC3)C3CCCCC3)=[CH:20]C=CC=2)=CC=C[CH:11]=1)C.[C:35]([N:38]1[C:47]2[C:42](=[CH:43][C:44]([C:48]([O:50]CC)=[O:49])=[CH:45][CH:46]=2)[C@H:41]([NH2:53])[C@@H:40]([CH3:54])[C@@H:39]1[CH:55]1[CH2:57][CH2:56]1)(=[O:37])[CH3:36].BrC1C=CC=C(C)N=1. Product: [C:35]([N:38]1[C:47]2[C:42](=[CH:43][C:44]([C:48]([OH:50])=[O:49])=[CH:45][CH:46]=2)[C@H:41]([NH:53][C:20]2[CH:21]=[CH:16][CH:15]=[C:10]([CH3:11])[N:8]=2)[C@@H:40]([CH3:54])[C@@H:39]1[CH:55]1[CH2:56][CH2:57]1)(=[O:37])[CH3:36]. The catalyst class is: 62. (5) Reactant: [C:1]([O:5][C:6](=[O:19])/[CH:7]=[CH:8]/[C:9]1[CH:14]=[CH:13][C:12]([N+:15]([O-])=O)=[C:11]([F:18])[CH:10]=1)([CH3:4])([CH3:3])[CH3:2]. Product: [C:1]([O:5][C:6](=[O:19])[CH2:7][CH2:8][C:9]1[CH:14]=[CH:13][C:12]([NH2:15])=[C:11]([F:18])[CH:10]=1)([CH3:4])([CH3:2])[CH3:3]. The catalyst class is: 78. (6) Reactant: [Cl:1][C:2]1[CH:3]=[C:4]([CH:8]=[CH:9][C:10]=1[O:11][CH2:12][C:13]1[CH:14]=[N:15][C:16]([O:20][CH3:21])=[C:17]([Cl:19])[CH:18]=1)[C:5]([NH2:7])=[O:6].C[Si](C)(C)[N-][Si](C)(C)C.[Li+].[CH3:32][S:33](Cl)(=[O:35])=[O:34]. Product: [Cl:1][C:2]1[CH:3]=[C:4]([CH:8]=[CH:9][C:10]=1[O:11][CH2:12][C:13]1[CH:14]=[N:15][C:16]([O:20][CH3:21])=[C:17]([Cl:19])[CH:18]=1)[C:5]([NH:7][S:33]([CH3:32])(=[O:35])=[O:34])=[O:6]. The catalyst class is: 1. (7) Reactant: [C:1]([O:5][C:6]([N:8]1[CH2:13][CH2:12][C:11](=O)[CH:10]([F:15])[CH2:9]1)=[O:7])([CH3:4])([CH3:3])[CH3:2].[CH2:16]([NH2:23])[C:17]1[CH:22]=[CH:21][CH:20]=[CH:19][CH:18]=1.C([BH3-])#N.[Na+]. Product: [C:1]([O:5][C:6]([N:8]1[CH2:13][CH2:12][C@@H:11]([NH:23][CH2:16][C:17]2[CH:22]=[CH:21][CH:20]=[CH:19][CH:18]=2)[C@H:10]([F:15])[CH2:9]1)=[O:7])([CH3:4])([CH3:3])[CH3:2].[C:1]([O:5][C:6]([N:8]1[CH2:13][CH2:12][C@H:11]([NH:23][CH2:16][C:17]2[CH:22]=[CH:21][CH:20]=[CH:19][CH:18]=2)[C@H:10]([F:15])[CH2:9]1)=[O:7])([CH3:4])([CH3:3])[CH3:2]. The catalyst class is: 130. (8) Reactant: C(=O)([O-])[O-].[K+].[K+].FC(F)(F)C([N:11]1[CH2:17][CH2:16][C:15]2[CH:18]=[C:19]([NH:22][C:23](=[O:25])[CH3:24])[CH:20]=[CH:21][C:14]=2[CH2:13][CH2:12]1)=O. Product: [CH2:13]1[C:14]2[CH:21]=[CH:20][C:19]([NH:22][C:23](=[O:25])[CH3:24])=[CH:18][C:15]=2[CH2:16][CH2:17][NH:11][CH2:12]1. The catalyst class is: 799. (9) Reactant: [F:1][C:2]1[N:7]=[CH:6][C:5]([C:8](=[O:11])[CH2:9][CH3:10])=[CH:4][CH:3]=1.[BrH:12].BrBr. Product: [BrH:12].[Br:12][CH:9]([CH3:10])[C:8]([C:5]1[CH:6]=[N:7][C:2]([F:1])=[CH:3][CH:4]=1)=[O:11]. The catalyst class is: 52. (10) Reactant: F[C:2]1[C:3]([CH3:15])=[CH:4][C:5]([N+:12]([O-:14])=[O:13])=[C:6]([CH2:8][C:9]([NH2:11])=[O:10])[CH:7]=1.[CH3:16][O:17][C:18]1[CH:23]=[CH:22][C:21]([OH:24])=[CH:20][CH:19]=1.C([O-])([O-])=O.[K+].[K+]. Product: [CH3:16][O:17][C:18]1[CH:23]=[CH:22][C:21]([O:24][C:2]2[C:3]([CH3:15])=[CH:4][C:5]([N+:12]([O-:14])=[O:13])=[C:6]([CH2:8][C:9]([NH2:11])=[O:10])[CH:7]=2)=[CH:20][CH:19]=1. The catalyst class is: 692.